Dataset: Full USPTO retrosynthesis dataset with 1.9M reactions from patents (1976-2016). Task: Predict the reactants needed to synthesize the given product. (1) The reactants are: [NH2:1][C@:2]12[CH2:38][CH2:37][C@@H:36]([C:39]([CH3:41])=[CH2:40])[C@@H:3]1[C@@H:4]1[C@@:17]([CH3:20])([CH2:18][CH2:19]2)[C@@:16]2([CH3:21])[C@@H:7]([C@:8]3([CH3:35])[C@@H:13]([CH2:14][CH2:15]2)[C:12]([CH3:23])([CH3:22])[C:11]([C:24]2[CH2:29][CH2:28][CH:27]([C:30]([O:32][CH2:33][CH3:34])=[O:31])[CH2:26][CH:25]=2)=[CH:10][CH2:9]3)[CH2:6][CH2:5]1.[CH2:42](Br)[CH2:43][OH:44].[I-].[K+].P(=O)(O)(O)O.[K]. Given the product [OH:44][CH2:43][CH2:42][NH:1][C@:2]12[CH2:38][CH2:37][C@@H:36]([C:39]([CH3:41])=[CH2:40])[C@@H:3]1[C@@H:4]1[C@@:17]([CH3:20])([CH2:18][CH2:19]2)[C@@:16]2([CH3:21])[C@@H:7]([C@:8]3([CH3:35])[C@@H:13]([CH2:14][CH2:15]2)[C:12]([CH3:23])([CH3:22])[C:11]([C:24]2[CH2:29][CH2:28][CH:27]([C:30]([O:32][CH2:33][CH3:34])=[O:31])[CH2:26][CH:25]=2)=[CH:10][CH2:9]3)[CH2:6][CH2:5]1, predict the reactants needed to synthesize it. (2) Given the product [CH2:36]([O:38][CH:19]([O:22][CH2:6][CH3:16])[O:23][CH2:34][CH3:35])[CH3:37].[C:6]1([CH3:16])[CH:7]=[CH:8][C:9]([S:12]([OH:15])(=[O:13])=[O:14])=[CH:10][CH:11]=1, predict the reactants needed to synthesize it. The reactants are: S(=O)(=O)(O)O.[C:6]1([CH3:16])[CH:11]=[CH:10][C:9]([S:12]([OH:15])(=[O:14])=[O:13])=[CH:8][CH:7]=1.O=O.[C:19]([OH:23])(=[O:22])CC.C(N1[CH:35]=[CH:34]N=C1)(N1C=CN=C1)=O.[CH2:36]([O:38]C(=C(C#N)C#N)C)[CH3:37]. (3) Given the product [CH2:11]([OH:12])[CH:9]1[O:10][CH:2]([OH:1])[CH:3]([OH:4])[CH:5]([OH:6])[CH:7]1[OH:8], predict the reactants needed to synthesize it. The reactants are: [O:1]=[CH:2][C@@H:3]([C@H:5]([C@@H:7]([C@@H:9]([CH2:11][OH:12])[OH:10])[OH:8])[OH:6])[OH:4].O=C[C@@H]([C@H]([C@H]([C@@H](CO)O)O)O)O. (4) Given the product [CH3:77][C:72]([CH3:78])([CH2:71][CH3:70])[C:73]([O-:75])=[O:74].[C:9]([N:8]([C:5]1[CH:6]=[CH:7][C:2]([Cl:1])=[CH:3][CH:4]=1)[C@H:12]1[C:21]2[C:16](=[CH:17][CH:18]=[CH:19][CH:20]=2)[N:15]([C:22]([C:24]2[CH:29]=[CH:28][C:27]([O:30][CH2:31][CH2:71][C:72]([CH3:78])([CH3:77])[C:73]([O:75][CH3:76])=[O:74])=[N:26][CH:25]=2)=[O:23])[C@@H:14]([CH3:32])[CH2:13]1)(=[O:11])[CH3:10].[C:46]([N:45]([C:42]1[CH:43]=[CH:44][C:39]([Cl:38])=[CH:40][CH:41]=1)[C@H:49]1[C:58]2[C:53](=[CH:54][CH:55]=[CH:56][CH:57]=2)[N:52]([C:59]([C:61]2[CH:66]=[CH:65][C:64](=[O:67])[N:63]([CH2:70][CH2:71][C:72]([CH3:78])([CH3:77])[C:73]([O:75][CH3:76])=[O:74])[CH:62]=2)=[O:60])[C@@H:51]([CH3:68])[CH2:50]1)(=[O:48])[CH3:47], predict the reactants needed to synthesize it. The reactants are: [Cl:1][C:2]1[CH:7]=[CH:6][C:5]([N:8]([C@H:12]2[C:21]3[C:16](=[CH:17][CH:18]=[CH:19][CH:20]=3)[N:15]([C:22]([C:24]3[CH:25]=[N:26][C:27]([O:30][CH3:31])=[CH:28][CH:29]=3)=[O:23])[C@@H:14]([CH3:32])[CH2:13]2)[C:9](=[O:11])[CH3:10])=[CH:4][CH:3]=1.[Si](I)(C)(C)C.[Cl:38][C:39]1[CH:44]=[CH:43][C:42]([N:45]([C@H:49]2[C:58]3[C:53](=[CH:54][CH:55]=[CH:56][CH:57]=3)[N:52]([C:59]([C:61]3[CH:62]=[N:63][C:64]([OH:67])=[CH:65][CH:66]=3)=[O:60])[C@@H:51]([CH3:68])[CH2:50]2)[C:46](=[O:48])[CH3:47])=[CH:41][CH:40]=1.Br[CH2:70][CH2:71][C:72]([CH3:78])([CH3:77])[C:73]([O:75][CH3:76])=[O:74].[Al]. (5) Given the product [CH3:10][C:4]1([C:7]#[N:8])[CH2:5][CH2:6][S:1][CH2:2][CH2:3]1, predict the reactants needed to synthesize it. The reactants are: [S:1]1[CH2:6][CH2:5][CH:4]([C:7]#[N:8])[CH2:3][CH2:2]1.[Li+].[CH3:10]C([N-]C(C)C)C.CI.O.